From a dataset of Forward reaction prediction with 1.9M reactions from USPTO patents (1976-2016). Predict the product of the given reaction. (1) Given the reactants [Cl:1][C:2]1[CH:7]=[CH:6][CH:5]=[CH:4][C:3]=1[CH2:8][CH2:9][C:10]([N:12]1[CH2:17][CH:16]2[CH:14]([C:15]2([C:19]2[CH:20]=[C:21]([NH:25][S:26]([CH3:29])(=[O:28])=[O:27])[CH:22]=[CH:23][CH:24]=2)[CH3:18])[CH2:13]1)=O.[H-].[Al+3].[Li+].[H-].[H-].[H-].O.C(=O)([O-])[O-].[Na+].[Na+], predict the reaction product. The product is: [NH3:12].[Cl:1][C:2]1[CH:7]=[CH:6][CH:5]=[CH:4][C:3]=1[CH2:8][CH2:9][CH2:10][N:12]1[CH2:13][CH:14]2[CH:16]([C:15]2([C:19]2[CH:20]=[C:21]([NH:25][S:26]([CH3:29])(=[O:28])=[O:27])[CH:22]=[CH:23][CH:24]=2)[CH3:18])[CH2:17]1. (2) Given the reactants [CH2:1]([C:3]1[C:4]([C:8]([O:10][CH3:11])=[O:9])=[CH:5][NH:6][CH:7]=1)[CH3:2].[Br:12]N1C(=O)CCC1=O, predict the reaction product. The product is: [Br:12][C:7]1[NH:6][CH:5]=[C:4]([C:8]([O:10][CH3:11])=[O:9])[C:3]=1[CH2:1][CH3:2].